From a dataset of Forward reaction prediction with 1.9M reactions from USPTO patents (1976-2016). Predict the product of the given reaction. (1) Given the reactants [C:1]([O-:4])(=[O:3])[CH3:2].[Cu+2:5].[C:6]([O-:9])(=[O:8])[CH3:7].[Cu], predict the reaction product. The product is: [OH2:3].[C:6]([O-:9])(=[O:8])[CH3:7].[Cu+2:5].[C:1]([O-:4])(=[O:3])[CH3:2]. (2) Given the reactants Cl.[O:2]1[CH:6]=[CH:5][N:4]=[C:3]1[C:7](=[O:17])[CH2:8][CH2:9][CH2:10][CH:11]1[CH2:16][CH2:15][NH:14][CH2:13][CH2:12]1.C([O-])(O)=O.[Na+].Cl[C:24]([O:26][CH2:27][C:28]1[CH:33]=[CH:32][CH:31]=[CH:30][CH:29]=1)=[O:25], predict the reaction product. The product is: [CH2:27]([O:26][C:24]([N:14]1[CH2:15][CH2:16][CH:11]([CH2:10][CH2:9][CH2:8][C:7]([C:3]2[O:2][CH:6]=[CH:5][N:4]=2)=[O:17])[CH2:12][CH2:13]1)=[O:25])[C:28]1[CH:33]=[CH:32][CH:31]=[CH:30][CH:29]=1.